From a dataset of Full USPTO retrosynthesis dataset with 1.9M reactions from patents (1976-2016). Predict the reactants needed to synthesize the given product. (1) Given the product [Br:28][C:26]1[N:27]=[C:22]([NH:1][C:2]2[CH:7]=[CH:6][C:5]([CH:8]3[CH2:9][CH2:10][N:11]([C:14]([O:16][C:17]([CH3:20])([CH3:19])[CH3:18])=[O:15])[CH2:12][CH2:13]3)=[CH:4][CH:3]=2)[C:23](=[O:30])[N:24]([CH3:29])[CH:25]=1, predict the reactants needed to synthesize it. The reactants are: [NH2:1][C:2]1[CH:7]=[CH:6][C:5]([CH:8]2[CH2:13][CH2:12][N:11]([C:14]([O:16][C:17]([CH3:20])([CH3:19])[CH3:18])=[O:15])[CH2:10][CH2:9]2)=[CH:4][CH:3]=1.Br[C:22]1[C:23](=[O:30])[N:24]([CH3:29])[CH:25]=[C:26]([Br:28])[N:27]=1.C(=O)([O-])[O-].[Cs+].[Cs+].CC1(C)C2C(=C(P(C3C=CC=CC=3)C3C=CC=CC=3)C=CC=2)OC2C(P(C3C=CC=CC=3)C3C=CC=CC=3)=CC=CC1=2. (2) Given the product [Br:1][C:2]1[C:10]([CH3:11])=[CH:9][CH:8]=[C:7]2[C:3]=1[CH:4]=[CH:5][N:6]2[CH3:15], predict the reactants needed to synthesize it. The reactants are: [Br:1][C:2]1[C:10]([CH3:11])=[CH:9][CH:8]=[C:7]2[C:3]=1[CH:4]=[CH:5][NH:6]2.[H-].[Na+].I[CH3:15]. (3) Given the product [CH3:1][C:2]1[S:3][C:4]2[CH:10]=[CH:9][C:8]([NH:11][CH2:13][C:14](=[O:19])[C:15]([CH3:18])([CH3:17])[CH3:16])=[CH:7][C:5]=2[N:6]=1, predict the reactants needed to synthesize it. The reactants are: [CH3:1][C:2]1[S:3][C:4]2[CH:10]=[CH:9][C:8]([NH2:11])=[CH:7][C:5]=2[N:6]=1.Br[CH2:13][C:14](=[O:19])[C:15]([CH3:18])([CH3:17])[CH3:16]. (4) Given the product [OH:1][CH:2]1[O:6][C:5](=[O:7])[CH:4]=[C:3]1[CH:8]=[C:9]([CH3:11])[CH3:10], predict the reactants needed to synthesize it. The reactants are: [OH:1][C:2]1[O:6][C:5](=[O:7])[CH2:4][C:3]=1[CH:8]=[C:9]([CH3:11])[CH3:10]. (5) Given the product [Cl:1][C:2]1[CH:3]=[C:4]([CH:9]2[C:18]3[C:13](=[CH:14][CH:15]=[CH:16][CH:17]=3)[CH:12]([CH:19]([CH3:21])[CH3:20])[CH2:11][CH2:10]2)[CH:5]=[CH:6][C:7]=1[Cl:8], predict the reactants needed to synthesize it. The reactants are: [Cl:1][C:2]1[CH:3]=[C:4]([CH:9]2[C:18]3[C:13](=[CH:14][CH:15]=[CH:16][CH:17]=3)[C:12]([CH:19]([CH3:21])[CH3:20])=[CH:11][CH2:10]2)[CH:5]=[CH:6][C:7]=1[Cl:8].